This data is from Peptide-MHC class II binding affinity with 134,281 pairs from IEDB. The task is: Regression. Given a peptide amino acid sequence and an MHC pseudo amino acid sequence, predict their binding affinity value. This is MHC class II binding data. (1) The peptide sequence is FFQMTNTNPDQKCIT. The MHC is DRB3_0101 with pseudo-sequence DRB3_0101. The binding affinity (normalized) is 0.258. (2) The peptide sequence is AKNMKNLVWNDELAY. The MHC is HLA-DQA10501-DQB10201 with pseudo-sequence HLA-DQA10501-DQB10201. The binding affinity (normalized) is 0.347. (3) The peptide sequence is TQTMKGVERLAVMGD. The MHC is DRB1_0405 with pseudo-sequence DRB1_0405. The binding affinity (normalized) is 0.0691. (4) The peptide sequence is GDEQKLRSAGELELQFRRVK. The MHC is HLA-DPA10103-DPB10401 with pseudo-sequence HLA-DPA10103-DPB10401. The binding affinity (normalized) is 0.365.